Dataset: Experimentally validated miRNA-target interactions with 360,000+ pairs, plus equal number of negative samples. Task: Binary Classification. Given a miRNA mature sequence and a target amino acid sequence, predict their likelihood of interaction. (1) The miRNA is hsa-miR-4743-3p with sequence UUUCUGUCUUUUCUGGUCCAG. The protein sequence of the target gene is MAENTEGDLNSNLLHAPYHTGDPQLDTAIGQWLRWDKNPKTKEQIENLLRNGMNKELRDRLCCRMTFGTAGLRSAMGAGFCYINDLTVIQSTQGMYKYLERCFSDFKQRGFVVGYDTRGQVTSSCSSQRLAKLTAAVLLAKDVPVYLFSRYVPTPFVPYAVQKLKAVAGVMITASHNRKEDNGYKVYWETGAQITSPHDKEILKCIEECVEPWNGSWNDNLVDTSPLKRDPLQDICRRYMEDLKKICFYRELNSKTTLKFVHTSFHGVGHDYVQLAFKVFGFKPPIPVPEQKDPDPDFST.... Result: 1 (interaction). (2) The miRNA is mmu-miR-10a-3p with sequence CAAAUUCGUAUCUAGGGGAAUA. The protein sequence of the target gene is MEVSTNPSSNIDPGDYVEMNDSITHLPSKVVIQDITMELHCPLCNDWFRDPLMLSCGHNFCEACIQDFWRLQAKETFCPECKMLCQYNNCTFNPVLDKLVEKIKKLPLLKGHPQCPEHGENLKLFSKPDGKLICFQCKDARLSVGQSKEFLQISDAVHFFTEELAIQQGQLETTLKELQTLRNMQKEAIAAHKENKLHLQQHVSMEFLKLHQFLHSKEKDILTELREEGKALNEEMELNLSQLQEQCLLAKDMLVSIQAKTEQQNSFDFLKDITTLLHSLEQGMKVLATRELISRKLNLG.... Result: 0 (no interaction).